From a dataset of Full USPTO retrosynthesis dataset with 1.9M reactions from patents (1976-2016). Predict the reactants needed to synthesize the given product. (1) The reactants are: [NH2:1][C:2]1[CH:7]=[CH:6][C:5]([C:8]2[CH:13]=[CH:12][CH:11]=[CH:10][CH:9]=2)=[CH:4][C:3]=1[NH:14][C:15](=O)[CH2:16][CH2:17][CH2:18][CH2:19][CH2:20][CH2:21][C:22]([O-:24])=[O:23].[C:26](O)(=O)C. Given the product [C:8]1([C:5]2[CH:6]=[CH:7][C:2]3[N:1]=[C:15]([CH2:16][CH2:17][CH2:18][CH2:19][CH2:20][CH2:21][C:22]([O:24][CH3:26])=[O:23])[NH:14][C:3]=3[CH:4]=2)[CH:13]=[CH:12][CH:11]=[CH:10][CH:9]=1, predict the reactants needed to synthesize it. (2) Given the product [C:1]([O:5][C:6]([N:8]1[CH2:13][CH2:12][CH:11]([C:14]2[N:15]([CH2:20][CH2:21][OH:22])[CH:16]=[C:17]([C:27]3[CH:26]=[CH:25][C:24]([F:23])=[C:29]([CH3:30])[CH:28]=3)[N:18]=2)[CH2:10][CH2:9]1)=[O:7])([CH3:4])([CH3:3])[CH3:2], predict the reactants needed to synthesize it. The reactants are: [C:1]([O:5][C:6]([N:8]1[CH2:13][CH2:12][CH:11]([C:14]2[N:15]([CH2:20][CH2:21][OH:22])[CH:16]=[C:17](Br)[N:18]=2)[CH2:10][CH2:9]1)=[O:7])([CH3:4])([CH3:3])[CH3:2].[F:23][C:24]1[CH:25]=[C:26](B(O)O)[CH:27]=[CH:28][C:29]=1[CH3:30].C(=O)([O-])[O-].[Cs+].[Cs+]. (3) Given the product [CH3:57][O:56][C:55]1[CH:54]=[CH:53][C:52]([C:43]([O:26][CH2:25][C@H:22]2[O:21][C@@H:20]([N:27]3[C:42]4[N:41]=[C:34]([NH:35][C:36](=[O:40])[CH:37]([CH3:39])[CH3:38])[NH:33][C:31](=[O:32])[C:30]=4[N:29]=[CH:28]3)[C@H:19]([O:18][CH2:17][C:1]3[C:14]4[C:15]5=[C:16]6[C:11](=[CH:12][CH:13]=4)[CH:10]=[CH:9][CH:8]=[C:7]6[CH:6]=[CH:5][C:4]5=[CH:3][CH:2]=3)[C@@H:23]2[OH:24])([C:60]2[CH:61]=[CH:62][CH:63]=[CH:64][CH:65]=2)[C:44]2[CH:51]=[CH:50][C:47]([O:48][CH3:49])=[CH:46][CH:45]=2)=[CH:59][CH:58]=1, predict the reactants needed to synthesize it. The reactants are: [C:1]1([CH2:17][O:18][C@@H:19]2[C@H:23]([OH:24])[C@@H:22]([CH2:25][OH:26])[O:21][C@H:20]2[N:27]2[C:42]3[N:41]=[C:34]([NH:35][C:36](=[O:40])[CH:37]([CH3:39])[CH3:38])[NH:33][C:31](=[O:32])[C:30]=3[N:29]=[CH:28]2)[C:14]2[C:15]3=[C:16]4[C:11](=[CH:12][CH:13]=2)[CH:10]=[CH:9][CH:8]=[C:7]4[CH:6]=[CH:5][C:4]3=[CH:3][CH:2]=1.[C:43](Cl)([C:60]1[CH:65]=[CH:64][CH:63]=[CH:62][CH:61]=1)([C:52]1[CH:59]=[CH:58][C:55]([O:56][CH3:57])=[CH:54][CH:53]=1)[C:44]1[CH:51]=[CH:50][C:47]([O:48][CH3:49])=[CH:46][CH:45]=1. (4) Given the product [Br:1][C:2]1[CH:3]=[C:4]2[C:34](=[CH:35][CH:36]=1)[C:7]1=[CH:8][C:9]3[C:10]([C:28]4[CH:29]=[CH:30][CH:31]=[CH:32][CH:33]=4)=[C:11]4[C:16](=[C:17]([C:21]5[CH:26]=[CH:25][CH:24]=[CH:23][CH:22]=5)[C:18]=3[CH:19]=[C:6]1[C:5]2([CH3:38])[CH3:37])[CH:15]=[CH:14][CH:13]=[CH:12]4, predict the reactants needed to synthesize it. The reactants are: [Br:1][C:2]1[CH:3]=[C:4]2[C:34](=[CH:35][CH:36]=1)[C:7]1=[CH:8][C:9]3[C:10]([C:28]4[CH:33]=[CH:32][CH:31]=[CH:30][CH:29]=4)(O)[C:11]4[CH:12]=[CH:13][CH:14]=[CH:15][C:16]=4[C:17]([C:21]4[CH:26]=[CH:25][CH:24]=[CH:23][CH:22]=4)(O)[C:18]=3[CH:19]=[C:6]1[C:5]2([CH3:38])[CH3:37].[I-].[K+].[PH2]([O-])=O.[Na+].